Dataset: Full USPTO retrosynthesis dataset with 1.9M reactions from patents (1976-2016). Task: Predict the reactants needed to synthesize the given product. (1) The reactants are: [CH3:1][N:2]1[C:6]([O:7][C:8]2[CH:13]=[CH:12][CH:11]=[C:10]([C:14]#[N:15])[N:9]=2)=[CH:5][C:4]([C:16]([F:19])([F:18])[F:17])=[N:3]1.[H][H]. Given the product [CH3:1][N:2]1[C:6]([O:7][C:8]2[CH:13]=[CH:12][CH:11]=[C:10]([CH2:14][NH2:15])[N:9]=2)=[CH:5][C:4]([C:16]([F:19])([F:17])[F:18])=[N:3]1, predict the reactants needed to synthesize it. (2) Given the product [CH3:18][CH:14]1[CH2:19][C:8]2[C:9](=[CH:10][C:5]([CH3:12])=[CH:6][C:7]=2[CH3:11])[C:15]1=[O:16], predict the reactants needed to synthesize it. The reactants are: [Al+3].[Cl-].[Cl-].[Cl-].[C:5]1([CH3:12])[CH:10]=[CH:9][CH:8]=[C:7]([CH3:11])[CH:6]=1.Br[C:14]([CH3:19])([CH3:18])[C:15](Br)=[O:16].